This data is from Reaction yield outcomes from USPTO patents with 853,638 reactions. The task is: Predict the reaction yield, written as a fraction of the theoretical maximum amount of product (1.0 means a 100% yield; for example, 0.34 means a 34% yield). (1) The product is [CH3:6][O:7][C:8](=[O:23])[CH2:9][CH:10]1[CH2:18][C:17]2[C:12](=[CH:13][CH:14]=[C:15]([S:19]([N:53]3[CH2:52][CH2:51][N:50]([C:47]4[CH:46]=[CH:45][C:44]([C:43]([F:56])([F:57])[F:42])=[CH:49][CH:48]=4)[CH2:55][CH2:54]3)(=[O:21])=[O:20])[CH:16]=2)[CH2:11]1.[CH3:24][O:25][C:26](=[O:41])[CH2:27][CH:28]1[CH2:36][C:35]2[C:30](=[CH:31][CH:32]=[CH:33][C:34]=2[S:37]([N:53]2[CH2:52][CH2:51][N:50]([C:47]3[CH:46]=[CH:45][C:44]([C:43]([F:56])([F:57])[F:42])=[CH:49][CH:48]=3)[CH2:55][CH2:54]2)(=[O:39])=[O:38])[CH2:29]1. The yield is 0.190. The catalyst is C1COCC1.CN(C1C=CN=CC=1)C. The reactants are ClS(O)(=O)=O.[CH3:6][O:7][C:8](=[O:23])[CH2:9][CH:10]1[CH2:18][C:17]2[C:12](=[CH:13][CH:14]=[C:15]([S:19](Cl)(=[O:21])=[O:20])[CH:16]=2)[CH2:11]1.[CH3:24][O:25][C:26](=[O:41])[CH2:27][CH:28]1[CH2:36][C:35]2[C:30](=[CH:31][CH:32]=[CH:33][C:34]=2[S:37](Cl)(=[O:39])=[O:38])[CH2:29]1.[F:42][C:43]([F:57])([F:56])[C:44]1[CH:49]=[CH:48][C:47]([N:50]2[CH2:55][CH2:54][NH:53][CH2:52][CH2:51]2)=[CH:46][CH:45]=1.C(N(CC)CC)C. (2) The reactants are [Cl:1][C:2]1[N:3]=[N:4][CH:5]=[C:6](Cl)[CH:7]=1.[CH3:9][O:10][C:11]1[CH:12]=[C:13](B(O)O)[CH:14]=[CH:15][CH:16]=1.[F-].[K+]. The catalyst is C1(C)C=CC=CC=1.O. The product is [Cl:1][C:2]1[N:3]=[N:4][CH:5]=[C:6]([C:15]2[CH:14]=[CH:13][CH:12]=[C:11]([O:10][CH3:9])[CH:16]=2)[CH:7]=1. The yield is 0.580. (3) The reactants are [OH:1][C:2]1[CH:3]=[N:4][CH:5]=[CH:6][CH:7]=1.Cl[C:9]1[CH:14]=[C:13]([CH3:15])[N:12]=[C:11]([NH:16][C:17]2[CH:22]=[CH:21][C:20]([N:23]3[CH:27]=[C:26]([CH3:28])[N:25]=[CH:24]3)=[C:19]([O:29][CH3:30])[CH:18]=2)[N:10]=1. The product is [CH3:30][O:29][C:19]1[CH:18]=[C:17]([NH:16][C:11]2[N:12]=[C:13]([CH3:15])[CH:14]=[C:9]([O:1][C:2]3[CH:3]=[N:4][CH:5]=[CH:6][CH:7]=3)[N:10]=2)[CH:22]=[CH:21][C:20]=1[N:23]1[CH:27]=[C:26]([CH3:28])[N:25]=[CH:24]1. No catalyst specified. The yield is 0.530. (4) The reactants are Br[C:2]1[CH:10]=[C:9]2[C:5]([CH2:6][C:7]3([CH2:15][CH:14]([O:16][CH3:17])[CH:13]([O:18][CH3:19])[CH2:12]3)[C:8]2=[O:11])=[CH:4][CH:3]=1.[C:20]([C:22]1[CH:23]=[C:24](B(O)O)[CH:25]=[CH:26][CH:27]=1)#[N:21].C(=O)([O-])[O-].[Cs+].[Cs+]. The catalyst is O1CCOCC1.O.Cl[Pd](Cl)([P](C1C=CC=CC=1)(C1C=CC=CC=1)C1C=CC=CC=1)[P](C1C=CC=CC=1)(C1C=CC=CC=1)C1C=CC=CC=1. The product is [CH3:19][O:18][CH:13]1[CH:14]([O:16][CH3:17])[CH2:15][C:7]2([CH2:6][C:5]3[C:9](=[CH:10][C:2]([C:26]4[CH:27]=[C:22]([CH:23]=[CH:24][CH:25]=4)[C:20]#[N:21])=[CH:3][CH:4]=3)[C:8]2=[O:11])[CH2:12]1. The yield is 0.730. (5) The reactants are Cl.[Br:2][C:3]1[CH:4]=[C:5]([CH:8]=[CH:9][CH:10]=1)[CH2:6][NH2:7].C(N(CC)CC)C.Cl[Si:19]([CH3:27])([CH3:26])[CH2:20][CH2:21][Si:22](Cl)([CH3:24])[CH3:23]. The catalyst is ClCCl. The product is [Br:2][C:3]1[CH:4]=[C:5]([CH:8]=[CH:9][CH:10]=1)[CH2:6][N:7]1[Si:22]([CH3:24])([CH3:23])[CH2:21][CH2:20][Si:19]1([CH3:27])[CH3:26]. The yield is 0.950.